Predict the reaction yield, written as a fraction of the theoretical maximum amount of product (1.0 means a 100% yield; for example, 0.34 means a 34% yield). From a dataset of Reaction yield outcomes from USPTO patents with 853,638 reactions. (1) The reactants are [C:1]([CH2:3][C:4]1[CH:12]=[CH:11][C:7]([C:8]([OH:10])=[O:9])=[CH:6][CH:5]=1)#[N:2].CCN(CC)CC.[SH2:20]. The catalyst is N1C=CC=CC=1. The product is [C:1]([CH2:3][C:4]1[CH:12]=[CH:11][C:7]([C:8]([OH:10])=[O:9])=[CH:6][CH:5]=1)(=[S:20])[NH2:2]. The yield is 0.830. (2) The reactants are [OH:1][C:2]([C:5]1[CH:10]=[CH:9][C:8]([C:11](=[O:13])[CH3:12])=[CH:7][CH:6]=1)([CH3:4])[CH3:3].[Br-:14].[Br-].[Br-].[NH+]1C=CC=CC=1.[NH+]1C=CC=CC=1.[NH+]1C=CC=CC=1. The catalyst is C(O)(=O)C. The product is [Br:14][CH2:12][C:11]([C:8]1[CH:7]=[CH:6][C:5]([C:2]([OH:1])([CH3:4])[CH3:3])=[CH:10][CH:9]=1)=[O:13]. The yield is 0.0860. (3) The reactants are [CH3:1][C@H:2]1[N:7]([C:8]2[C:9]3[N:23]=[CH:22][CH:21]=[CH:20][C:10]=3[C:11]([C:14]3[CH:19]=[CH:18][CH:17]=[CH:16][CH:15]=3)=[N:12][N:13]=2)[CH2:6][CH2:5][N:4](C(OC(C)(C)C)=O)[CH2:3]1.FC(F)(F)C(O)=O. No catalyst specified. The product is [CH3:1][C@@H:2]1[CH2:3][NH:4][CH2:5][CH2:6][N:7]1[C:8]1[C:9]2[N:23]=[CH:22][CH:21]=[CH:20][C:10]=2[C:11]([C:14]2[CH:19]=[CH:18][CH:17]=[CH:16][CH:15]=2)=[N:12][N:13]=1. The yield is 0.981. (4) The reactants are [Br:1][C:2]1(Br)[CH2:14][CH2:13][C:12]2[C:11]3[C:6](=[CH:7][C:8]([Cl:16])=[C:9]([Cl:15])[CH:10]=3)[NH:5][C:4]=2[C:3]1=[O:17].[Li+].[Br-]. The catalyst is CN(C=O)C. The product is [Br:1][C:2]1[CH:14]=[CH:13][C:12]2[C:11]3[C:6](=[CH:7][C:8]([Cl:16])=[C:9]([Cl:15])[CH:10]=3)[NH:5][C:4]=2[C:3]=1[OH:17]. The yield is 0.370. (5) The reactants are [CH3:1][N:2]([CH3:25])[CH2:3][CH2:4][N:5]1[C:9]([CH3:10])=[C:8]([C:11]2[NH:12][C:13]3[C:18]([C:19]=2[CH:20]=O)=[CH:17][C:16]([O:22][CH3:23])=[CH:15][CH:14]=3)[C:7]([CH3:24])=[N:6]1.[CH3:26][NH:27][C:28]([NH:30][C:31]1[CH:32]=[CH:33][C:34]2[O:38][CH2:37][C:36](=[O:39])[C:35]=2[CH:40]=1)=[O:29].CCOC(C)=O. The catalyst is Cl.CCO. The product is [CH3:25][N:2]([CH3:1])[CH2:3][CH2:4][N:5]1[C:9]([CH3:10])=[C:8]([C:11]2[NH:12][C:13]3[C:18]([C:19]=2/[CH:20]=[C:37]2\[O:38][C:34]4[CH:33]=[CH:32][C:31]([NH:30][C:28]([NH:27][CH3:26])=[O:29])=[CH:40][C:35]=4[C:36]\2=[O:39])=[CH:17][C:16]([O:22][CH3:23])=[CH:15][CH:14]=3)[C:7]([CH3:24])=[N:6]1. The yield is 0.520.